From a dataset of Catalyst prediction with 721,799 reactions and 888 catalyst types from USPTO. Predict which catalyst facilitates the given reaction. (1) Reactant: [NH2:1][C@H:2]1[C@@H:8]2[CH2:9][CH2:10][C@@H:4]([C@@H:5]3[C@H:7]2[CH2:6]3)[C@H:3]1[C:11]([O:13][CH3:14])=[O:12].C(O)(=O)C.[F:19][C:20]1[CH:27]=[CH:26][C:23]([CH:24]=O)=[CH:22][CH:21]=1.C([BH3-])#N.[Na+].C(=O)(O)[O-].[Na+]. Product: [F:19][C:20]1[CH:27]=[CH:26][C:23]([CH2:24][NH:1][C@H:2]2[C@@H:8]3[CH2:9][CH2:10][C@@H:4]([C@@H:5]4[C@H:7]3[CH2:6]4)[C@H:3]2[C:11]([O:13][CH3:14])=[O:12])=[CH:22][CH:21]=1. The catalyst class is: 125. (2) Reactant: [CH3:1][S:2][C:3]1[CH:4]=[CH:5][C:6]([C:9]([OH:11])=O)=[N:7][CH:8]=1.C1N=CN(C(N2C=NC=C2)=O)C=1.Cl.[NH2:25][CH2:26][C:27]1[CH:28]=[C:29]2[C:33](=[CH:34][CH:35]=1)[C:32](=[O:36])[N:31]([C:37]1([CH3:45])[CH2:42][CH2:41][C:40](=[O:43])[NH:39][C:38]1=[O:44])[C:30]2=[O:46].CCOC(C)=O. Product: [CH3:45][C:37]1([N:31]2[C:30](=[O:46])[C:29]3[C:33](=[CH:34][CH:35]=[C:27]([CH2:26][NH:25][C:9]([C:6]4[CH:5]=[CH:4][C:3]([S:2][CH3:1])=[CH:8][N:7]=4)=[O:11])[CH:28]=3)[C:32]2=[O:36])[CH2:42][CH2:41][C:40](=[O:43])[NH:39][C:38]1=[O:44]. The catalyst class is: 9. (3) Reactant: [C:1]([O:5][C:6]([NH:8][C@H:9]([C:27]([OH:29])=O)[CH:10]([O:17][C:18]1[CH:23]=[CH:22][CH:21]=[CH:20][C:19]=1[N+:24]([O-])=O)[C:11]1[CH:16]=[CH:15][CH:14]=[CH:13][CH:12]=1)=[O:7])([CH3:4])([CH3:3])[CH3:2].C(OCC)C. Product: [O:29]=[C:27]1[NH:24][C:19]2[CH:20]=[CH:21][CH:22]=[CH:23][C:18]=2[O:17][CH:10]([C:11]2[CH:16]=[CH:15][CH:14]=[CH:13][CH:12]=2)[CH:9]1[NH:8][C:6](=[O:7])[O:5][C:1]([CH3:2])([CH3:4])[CH3:3]. The catalyst class is: 19. (4) Reactant: S(=O)(=O)(O)O.[N+:6]([O-:9])([OH:8])=[O:7].C(O)C(O)C[O:13][CH2:14][CH:15]([OH:18])[CH2:16][OH:17]. Product: [N+:6]([O-:9])([OH:8])=[O:7].[N+:6]([O-:9])([OH:8])=[O:7].[N+:6]([O-:9])([OH:8])=[O:7].[N+:6]([O-:9])([OH:8])=[O:7].[OH:13][CH2:14][CH:15]([CH2:16][OH:17])[OH:18].[OH:13][CH2:14][CH:15]([CH2:16][OH:17])[OH:18]. The catalyst class is: 2. (5) Reactant: [C:1]1([C@H:7]2[NH:12][C:11](=[O:13])[CH2:10][O:9][CH2:8]2)[CH:6]=[CH:5][CH:4]=[CH:3][CH:2]=1.[H-].[Na+].[CH3:16][O:17][C:18]1[CH:25]=[CH:24][C:21]([CH2:22]Cl)=[CH:20][CH:19]=1. Product: [CH3:16][O:17][C:18]1[CH:25]=[CH:24][C:21]([CH2:22][N:12]2[C@H:7]([C:1]3[CH:2]=[CH:3][CH:4]=[CH:5][CH:6]=3)[CH2:8][O:9][CH2:10][C:11]2=[O:13])=[CH:20][CH:19]=1. The catalyst class is: 42. (6) Reactant: [Br:1][C:2]1[CH:3]=[C:4]2[C:8](=[N:9][CH:10]=1)[NH:7][CH:6]=[CH:5]2.[Cl-].[Cl-].[Cl-].[Al+3].[F:15][C:16]1[C:24]([O:25][CH3:26])=[CH:23][CH:22]=[CH:21][C:17]=1[C:18](Cl)=[O:19].O. The catalyst class is: 2. Product: [Br:1][C:2]1[CH:3]=[C:4]2[C:5]([C:18]([C:17]3[CH:21]=[CH:22][CH:23]=[C:24]([O:25][CH3:26])[C:16]=3[F:15])=[O:19])=[CH:6][NH:7][C:8]2=[N:9][CH:10]=1.